Dataset: Reaction yield outcomes from USPTO patents with 853,638 reactions. Task: Predict the reaction yield, written as a fraction of the theoretical maximum amount of product (1.0 means a 100% yield; for example, 0.34 means a 34% yield). The reactants are [F:1][C:2]1[CH:7]=[CH:6][C:5]([F:8])=[CH:4][C:3]=1B(O)O.C(=O)([O-])[O-].[K+].[K+].Br[C:19]1[CH:24]=[CH:23][CH:22]=[CH:21][C:20]=1[C:25](=[O:27])[CH3:26]. The product is [F:1][C:2]1[CH:7]=[CH:6][C:5]([F:8])=[CH:4][C:3]=1[C:19]1[CH:24]=[CH:23][CH:22]=[CH:21][C:20]=1[C:25](=[O:27])[CH3:26]. The yield is 0.990. The catalyst is [Br-].C([N+](CCCC)(CCCC)CCCC)CCC.C([O-])(=O)C.[Pd+2].C([O-])(=O)C.